From a dataset of Peptide-MHC class II binding affinity with 134,281 pairs from IEDB. Regression. Given a peptide amino acid sequence and an MHC pseudo amino acid sequence, predict their binding affinity value. This is MHC class II binding data. (1) The peptide sequence is STNIRQAGVQYSR. The MHC is DRB1_0405 with pseudo-sequence DRB1_0405. The binding affinity (normalized) is 0.751. (2) The peptide sequence is SGRVTRDSRRLRRIC. The MHC is DRB1_0401 with pseudo-sequence DRB1_0401. The binding affinity (normalized) is 0.475. (3) The peptide sequence is HPQDGDALTLRTATN. The MHC is HLA-DQA10301-DQB10302 with pseudo-sequence HLA-DQA10301-DQB10302. The binding affinity (normalized) is 0.408.